Task: Regression. Given two drug SMILES strings and cell line genomic features, predict the synergy score measuring deviation from expected non-interaction effect.. Dataset: NCI-60 drug combinations with 297,098 pairs across 59 cell lines (1) Drug 1: CN(C)C1=NC(=NC(=N1)N(C)C)N(C)C. Drug 2: C1CC(=O)NC(=O)C1N2C(=O)C3=CC=CC=C3C2=O. Cell line: SR. Synergy scores: CSS=9.41, Synergy_ZIP=-2.01, Synergy_Bliss=1.64, Synergy_Loewe=3.02, Synergy_HSA=2.96. (2) Drug 1: CC1=C(C(=CC=C1)Cl)NC(=O)C2=CN=C(S2)NC3=CC(=NC(=N3)C)N4CCN(CC4)CCO. Drug 2: C1=NNC2=C1C(=O)NC=N2. Cell line: SF-268. Synergy scores: CSS=-0.395, Synergy_ZIP=0.524, Synergy_Bliss=1.67, Synergy_Loewe=0.254, Synergy_HSA=-1.18. (3) Drug 1: CC12CCC(CC1=CCC3C2CCC4(C3CC=C4C5=CN=CC=C5)C)O. Drug 2: CC1=CC=C(C=C1)C2=CC(=NN2C3=CC=C(C=C3)S(=O)(=O)N)C(F)(F)F. Cell line: MCF7. Synergy scores: CSS=16.3, Synergy_ZIP=-4.29, Synergy_Bliss=0.847, Synergy_Loewe=0.457, Synergy_HSA=1.43. (4) Drug 1: C1=CN(C(=O)N=C1N)C2C(C(C(O2)CO)O)O.Cl. Drug 2: CC1CCCC2(C(O2)CC(NC(=O)CC(C(C(=O)C(C1O)C)(C)C)O)C(=CC3=CSC(=N3)C)C)C. Cell line: SK-OV-3. Synergy scores: CSS=30.8, Synergy_ZIP=-8.86, Synergy_Bliss=-12.1, Synergy_Loewe=-19.1, Synergy_HSA=-11.3. (5) Cell line: OVCAR-4. Synergy scores: CSS=16.3, Synergy_ZIP=-2.76, Synergy_Bliss=-0.586, Synergy_Loewe=-22.1, Synergy_HSA=-1.26. Drug 1: CCC1=CC2CC(C3=C(CN(C2)C1)C4=CC=CC=C4N3)(C5=C(C=C6C(=C5)C78CCN9C7C(C=CC9)(C(C(C8N6C)(C(=O)OC)O)OC(=O)C)CC)OC)C(=O)OC.C(C(C(=O)O)O)(C(=O)O)O. Drug 2: C1=NC2=C(N=C(N=C2N1C3C(C(C(O3)CO)O)O)F)N. (6) Drug 1: CN(C)N=NC1=C(NC=N1)C(=O)N. Drug 2: C1CC(=O)NC(=O)C1N2C(=O)C3=CC=CC=C3C2=O. Cell line: SN12C. Synergy scores: CSS=10.4, Synergy_ZIP=10.9, Synergy_Bliss=19.3, Synergy_Loewe=18.6, Synergy_HSA=18.9. (7) Drug 1: CC1C(C(CC(O1)OC2CC(CC3=C2C(=C4C(=C3O)C(=O)C5=C(C4=O)C(=CC=C5)OC)O)(C(=O)CO)O)N)O.Cl. Drug 2: C1=C(C(=O)NC(=O)N1)F. Cell line: NCI-H322M. Synergy scores: CSS=22.1, Synergy_ZIP=-0.0591, Synergy_Bliss=0.0900, Synergy_Loewe=0.701, Synergy_HSA=0.658. (8) Drug 1: CCCS(=O)(=O)NC1=C(C(=C(C=C1)F)C(=O)C2=CNC3=C2C=C(C=N3)C4=CC=C(C=C4)Cl)F. Drug 2: C1CCC(C(C1)N)N.C(=O)(C(=O)[O-])[O-].[Pt+4]. Cell line: HCT-15. Synergy scores: CSS=12.0, Synergy_ZIP=4.41, Synergy_Bliss=9.47, Synergy_Loewe=-1.33, Synergy_HSA=6.71. (9) Drug 1: CN(CC1=CN=C2C(=N1)C(=NC(=N2)N)N)C3=CC=C(C=C3)C(=O)NC(CCC(=O)O)C(=O)O. Drug 2: C1=CC=C(C=C1)NC(=O)CCCCCCC(=O)NO. Cell line: UACC62. Synergy scores: CSS=56.9, Synergy_ZIP=0.874, Synergy_Bliss=0.149, Synergy_Loewe=-3.29, Synergy_HSA=1.64.